This data is from Catalyst prediction with 721,799 reactions and 888 catalyst types from USPTO. The task is: Predict which catalyst facilitates the given reaction. (1) Reactant: [C:1]([O:5][C:6]([N:8]1[CH2:12][CH2:11][C@H:10]([NH:13][C:14]2[C:15]3[CH2:23][N:22](CC4C=CC=CC=4)[CH2:21][CH2:20][C:16]=3[N:17]=[CH:18][N:19]=2)[CH2:9]1)=[O:7])([CH3:4])([CH3:3])[CH3:2].C([O-])=O.C([NH+](CC)CC)C. Product: [C:1]([O:5][C:6]([N:8]1[CH2:12][CH2:11][C@H:10]([NH:13][C:14]2[C:15]3[CH2:23][NH:22][CH2:21][CH2:20][C:16]=3[N:17]=[CH:18][N:19]=2)[CH2:9]1)=[O:7])([CH3:4])([CH3:2])[CH3:3]. The catalyst class is: 105. (2) Reactant: [C:1]([O:5][C:6]([N:8]1[CH2:13][CH2:12][N:11]([C:14]2[C:19]([NH2:20])=[C:18](Cl)[N:17]=[CH:16][N:15]=2)[CH2:10][CH2:9]1)=[O:7])([CH3:4])([CH3:3])[CH3:2].[Si:22]([C:26]#[CH:27])([CH3:25])([CH3:24])[CH3:23]. Product: [C:1]([O:5][C:6]([N:8]1[CH2:13][CH2:12][N:11]([C:14]2[C:19]([NH2:20])=[C:18]([C:27]#[C:26][Si:22]([CH3:25])([CH3:24])[CH3:23])[N:17]=[CH:16][N:15]=2)[CH2:10][CH2:9]1)=[O:7])([CH3:4])([CH3:3])[CH3:2]. The catalyst class is: 540. (3) Reactant: [NH:1]1[C:9]2[C:4](=[CH:5][CH:6]=[CH:7][C:8]=2/[CH:10]=[CH:11]/[C:12]([NH:14][S:15]([C:18]2[S:19][CH:20]=[CH:21][CH:22]=2)(=[O:17])=[O:16])=[O:13])[CH:3]=[CH:2]1.S1C=CC=C1S(N)(=O)=O.Cl.CN(C)CCCN=C=NCC.N1C2C(=CC=CC=2C=CC(O)=O)C=C1.Cl. Product: [NH:1]1[C:9]2[C:4](=[CH:5][CH:6]=[CH:7][C:8]=2[CH:10]=[CH:11][C:12]([NH:14][S:15]([C:18]2[S:19][CH:20]=[CH:21][CH:22]=2)(=[O:16])=[O:17])=[O:13])[CH:3]=[CH:2]1. The catalyst class is: 143. (4) Product: [Cl:8][C:5]1[N:4]=[C:3]([Cl:9])[C:2]([NH:1][C:20](=[O:21])[C:19]2[CH:23]=[C:24]([CH3:28])[C:25]([O:26][CH3:27])=[C:17]([CH3:16])[CH:18]=2)=[CH:7][N:6]=1. Reactant: [NH2:1][C:2]1[C:3]([Cl:9])=[N:4][C:5]([Cl:8])=[N:6][CH:7]=1.C(=O)([O-])O.[Na+].O.[CH3:16][C:17]1[CH:18]=[C:19]([CH:23]=[C:24]([CH3:28])[C:25]=1[O:26][CH3:27])[C:20](Cl)=[O:21]. The catalyst class is: 13. (5) Reactant: [F-].C([N+](CCCC)(CCCC)CCCC)CCC.[Si]([O:26][CH2:27][CH2:28][C@@H:29]([C:47]1[CH:52]=[CH:51][C:50]([Cl:53])=[C:49]([Cl:54])[CH:48]=1)[CH2:30][N:31]1[CH2:38][C@@H:37]([CH3:39])[CH2:36][O:35][C:34]2[C:40]([C:44]#[N:45])=[CH:41][CH:42]=[CH:43][C:33]=2[C:32]1=[O:46])(C(C)(C)C)(C)C. Product: [OH:26][CH2:27][CH2:28][C@@H:29]([C:47]1[CH:52]=[CH:51][C:50]([Cl:53])=[C:49]([Cl:54])[CH:48]=1)[CH2:30][N:31]1[CH2:38][C@@H:37]([CH3:39])[CH2:36][O:35][C:34]2[C:40]([C:44]#[N:45])=[CH:41][CH:42]=[CH:43][C:33]=2[C:32]1=[O:46]. The catalyst class is: 1. (6) Reactant: [NH:1]1[CH2:4][CH:3]([N:5]2[CH2:10][CH2:9][N:8]([C:11]([C:13]3[S:14][CH:15]=[CH:16][N:17]=3)=[O:12])[CH2:7][CH2:6]2)[CH2:2]1.CCN(CC)CC.[F:25][C:26]1[C:27]2[CH:37]=[C:36]([C:38]3[CH:43]=[CH:42][CH:41]=[CH:40][CH:39]=3)[CH:35]=[CH:34][C:28]=2[S:29][C:30]=1[C:31](Cl)=[O:32]. Product: [F:25][C:26]1[C:27]2[CH:37]=[C:36]([C:38]3[CH:43]=[CH:42][CH:41]=[CH:40][CH:39]=3)[CH:35]=[CH:34][C:28]=2[S:29][C:30]=1[C:31]([N:1]1[CH2:2][CH:3]([N:5]2[CH2:6][CH2:7][N:8]([C:11]([C:13]3[S:14][CH:15]=[CH:16][N:17]=3)=[O:12])[CH2:9][CH2:10]2)[CH2:4]1)=[O:32]. The catalyst class is: 2.